This data is from Full USPTO retrosynthesis dataset with 1.9M reactions from patents (1976-2016). The task is: Predict the reactants needed to synthesize the given product. (1) Given the product [Br:1][C:2]1[CH:3]=[CH:4][C:5]([C:8]2[O:12][N:11]=[C:10]([CH2:13][OH:14])[CH:9]=2)=[CH:6][CH:7]=1, predict the reactants needed to synthesize it. The reactants are: [Br:1][C:2]1[CH:7]=[CH:6][C:5]([C:8]2[O:12][N:11]=[C:10]([C:13](OCC)=[O:14])[CH:9]=2)=[CH:4][CH:3]=1.[H-].[Al+3].[Li+].[H-].[H-].[H-].[OH-].[Na+].Cl. (2) Given the product [ClH:20].[CH3:1][O:2][C:3]1[CH:8]=[CH:7][C:6]([C:9]2([C:12](=[NH:13])[O:16][CH2:14][CH3:15])[CH2:11][CH2:10]2)=[CH:5][CH:4]=1, predict the reactants needed to synthesize it. The reactants are: [CH3:1][O:2][C:3]1[CH:8]=[CH:7][C:6]([C:9]2([C:12]#[N:13])[CH2:11][CH2:10]2)=[CH:5][CH:4]=1.[CH2:14]([OH:16])[CH3:15].C([Cl:20])(=O)C. (3) Given the product [CH2:6]([N:12]1[C:20]([C:17]2[CH:18]=[CH:19][C:14]([OH:13])=[CH:15][CH:16]=2)=[CH:21][CH:22]=[C:23]1[C:25]1[CH:33]=[CH:32][C:28]([C:29]([OH:31])=[O:30])=[CH:27][CH:26]=1)[CH2:7][CH2:8][CH2:9][CH2:10][CH3:11], predict the reactants needed to synthesize it. The reactants are: N1C=CC=C1.[CH2:6]([NH2:12])[CH2:7][CH2:8][CH2:9][CH2:10][CH3:11].[OH:13][C:14]1[CH:19]=[CH:18][C:17]([C:20](=O)[CH2:21][CH2:22][C:23]([C:25]2[CH:33]=[CH:32][C:28]([C:29]([OH:31])=[O:30])=[CH:27][CH:26]=2)=O)=[CH:16][CH:15]=1. (4) Given the product [CH:5]1([CH2:4][O:6][C:7]2[CH:12]=[C:11]([CH3:13])[CH:10]=[C:9]([OH:14])[C:8]=2[C:15](=[O:17])[CH3:16])[CH2:3][CH2:2]1, predict the reactants needed to synthesize it. The reactants are: Br[CH2:2][CH:3]1[CH2:5][CH2:4]1.[OH:6][C:7]1[CH:12]=[C:11]([CH3:13])[CH:10]=[C:9]([OH:14])[C:8]=1[C:15](=[O:17])[CH3:16].C(=O)([O-])[O-].[K+].[K+].[I-].[K+].